From a dataset of Peptide-MHC class II binding affinity with 134,281 pairs from IEDB. Regression. Given a peptide amino acid sequence and an MHC pseudo amino acid sequence, predict their binding affinity value. This is MHC class II binding data. (1) The peptide sequence is ASMVNGVIKILTYPW. The binding affinity (normalized) is 0.481. The MHC is HLA-DQA10201-DQB10301 with pseudo-sequence HLA-DQA10201-DQB10301. (2) The peptide sequence is ALSINELSNLAKGEK. The MHC is DRB1_1501 with pseudo-sequence DRB1_1501. The binding affinity (normalized) is 0.187. (3) The MHC is DRB3_0101 with pseudo-sequence DRB3_0101. The peptide sequence is EGRCLHYTVDKSK. The binding affinity (normalized) is 0. (4) The peptide sequence is YDKFLANVITVLTGK. The MHC is DRB1_1602 with pseudo-sequence DRB1_1602. The binding affinity (normalized) is 0.798. (5) The peptide sequence is INEPTALAIAYGLDR. The MHC is HLA-DQA10501-DQB10301 with pseudo-sequence HLA-DQA10501-DQB10301. The binding affinity (normalized) is 0.474.